Task: Predict the reactants needed to synthesize the given product.. Dataset: Full USPTO retrosynthesis dataset with 1.9M reactions from patents (1976-2016) (1) Given the product [CH2:19]([N:26]1[CH:31]2[C:32]([F:35])([F:34])[CH2:33][CH:27]1[CH2:28][C:29]([CH2:13][C:14]([O:15][CH2:16][CH3:17])=[O:18])([OH:36])[CH2:30]2)[C:20]1[CH:21]=[CH:22][CH:23]=[CH:24][CH:25]=1, predict the reactants needed to synthesize it. The reactants are: C(NC(C)C)(C)C.[Li]CCCC.[CH3:13][C:14](=[O:18])[O:15][CH2:16][CH3:17].[CH2:19]([N:26]1[CH:31]2[C:32]([F:35])([F:34])[CH2:33][CH:27]1[CH2:28][C:29](=[O:36])[CH2:30]2)[C:20]1[CH:25]=[CH:24][CH:23]=[CH:22][CH:21]=1. (2) The reactants are: [BH4-].[Na+].[F:3][C:4]1[CH:12]=[CH:11][C:10]([N+:13]([O-:15])=[O:14])=[CH:9][C:5]=1[C:6](O)=[O:7].B(F)(F)F.CCOCC. Given the product [F:3][C:4]1[CH:12]=[CH:11][C:10]([N+:13]([O-:15])=[O:14])=[CH:9][C:5]=1[CH2:6][OH:7], predict the reactants needed to synthesize it. (3) Given the product [CH3:19][C:18]([Si:15]([CH3:17])([CH3:16])[O:6][CH2:5][C:2]1([NH2:1])[CH2:4][CH2:3]1)([CH3:21])[CH3:20], predict the reactants needed to synthesize it. The reactants are: [NH2:1][C:2]1([CH2:5][OH:6])[CH2:4][CH2:3]1.C(N(CC)CC)C.Cl[Si:15]([C:18]([CH3:21])([CH3:20])[CH3:19])([CH3:17])[CH3:16]. (4) Given the product [C:1]([O:4][C@@H:5]1[C@@H:10]([O:11][C:12](=[O:14])[CH3:13])[C@H:9]([O:15][C:16](=[O:18])[CH3:17])[CH2:8][S:7][C@H:6]1[O:29][C:27]1[CH:26]=[CH:25][N:24]2[CH:30]=[C:21]([CH3:20])[N:22]=[C:23]2[CH:28]=1)(=[O:3])[CH3:2], predict the reactants needed to synthesize it. The reactants are: [C:1]([O:4][C@@H:5]1[C@@H:10]([O:11][C:12](=[O:14])[CH3:13])[C@H:9]([O:15][C:16](=[O:18])[CH3:17])[CH2:8][S:7][CH:6]1Br)(=[O:3])[CH3:2].[CH3:20][C:21]1[N:22]=[C:23]2[CH:28]=[C:27]([OH:29])[CH:26]=[CH:25][N:24]2[CH:30]=1.